This data is from Reaction yield outcomes from USPTO patents with 853,638 reactions. The task is: Predict the reaction yield, written as a fraction of the theoretical maximum amount of product (1.0 means a 100% yield; for example, 0.34 means a 34% yield). The reactants are [Cl:1][C:2]1[C:3]([C:10]([F:13])([F:12])[F:11])=[C:4]([CH:7]=[CH:8][N:9]=1)[CH:5]=[O:6].[BH4-].[Na+]. The catalyst is CO. The product is [Cl:1][C:2]1[C:3]([C:10]([F:12])([F:13])[F:11])=[C:4]([CH2:5][OH:6])[CH:7]=[CH:8][N:9]=1. The yield is 0.930.